From a dataset of Full USPTO retrosynthesis dataset with 1.9M reactions from patents (1976-2016). Predict the reactants needed to synthesize the given product. (1) Given the product [N+:11]([C:7]1[CH:6]=[C:5]([CH2:4][CH:3]=[O:2])[CH:10]=[CH:9][CH:8]=1)([O-:13])=[O:12], predict the reactants needed to synthesize it. The reactants are: C[O:2][CH:3]=[CH:4][C:5]1[CH:10]=[CH:9][CH:8]=[C:7]([N+:11]([O-:13])=[O:12])[CH:6]=1.Cl.O. (2) The reactants are: [F:1][C:2]([F:29])([C:25]([F:28])([F:27])[F:26])[CH2:3][NH:4][C:5]([C:7]1([CH2:20][CH2:21][CH2:22][CH2:23]Br)[C:19]2[CH:18]=[CH:17][CH:16]=[CH:15][C:14]=2[C:13]2[C:8]1=[CH:9][CH:10]=[CH:11][CH:12]=2)=[O:6].[CH3:30][N:31]1[C:35]2[CH:36]=[CH:37][CH:38]=[CH:39][C:34]=2[N:33]=[C:32]1[N:40]1[CH2:45][CH2:44][NH:43][CH2:42][CH2:41]1. Given the product [F:1][C:2]([F:29])([C:25]([F:28])([F:27])[F:26])[CH2:3][NH:4][C:5]([C:7]1([CH2:20][CH2:21][CH2:22][CH2:23][N:43]2[CH2:44][CH2:45][N:40]([C:32]3[N:31]([CH3:30])[C:35]4[CH:36]=[CH:37][CH:38]=[CH:39][C:34]=4[N:33]=3)[CH2:41][CH2:42]2)[C:19]2[CH:18]=[CH:17][CH:16]=[CH:15][C:14]=2[C:13]2[C:8]1=[CH:9][CH:10]=[CH:11][CH:12]=2)=[O:6], predict the reactants needed to synthesize it. (3) Given the product [CH2:12]([O:14][C:15]1[CH:22]=[CH:21][C:18]([CH:19]=[C:26]2[CH2:27][CH2:28][CH2:29][C:24]2=[O:9])=[CH:17][CH:16]=1)[CH3:13], predict the reactants needed to synthesize it. The reactants are: C1(N2CC[O:9]CC2)CCCC=1.[CH2:12]([O:14][C:15]1[CH:22]=[CH:21][C:18]([CH:19]=O)=[CH:17][CH:16]=1)[CH3:13].Cl.[CH:24]1[CH:29]=[CH:28][CH:27]=[CH:26]C=1. (4) Given the product [CH3:17][N:18]([CH:20]=[C:7]1[C:2](=[O:1])[CH2:3][CH2:4][N:5]([C:8]([O:10][C:11]([CH3:14])([CH3:13])[CH3:12])=[O:9])[CH2:6]1)[CH3:19], predict the reactants needed to synthesize it. The reactants are: [O:1]=[C:2]1[CH2:7][CH2:6][N:5]([C:8]([O:10][C:11]([CH3:14])([CH3:13])[CH3:12])=[O:9])[CH2:4][CH2:3]1.CO[CH:17](OC)[N:18]([CH3:20])[CH3:19]. (5) Given the product [CH2:14]([C@@H:21]1[CH2:25][O:24][C:23](=[O:26])[N:22]1[C:11](=[O:13])[CH2:10][C:7]1[CH:6]=[CH:5][C:4]([CH:1]2[CH2:2][CH2:3]2)=[CH:9][CH:8]=1)[C:15]1[CH:16]=[CH:17][CH:18]=[CH:19][CH:20]=1, predict the reactants needed to synthesize it. The reactants are: [CH:1]1([C:4]2[CH:9]=[CH:8][C:7]([CH2:10][C:11]([OH:13])=O)=[CH:6][CH:5]=2)[CH2:3][CH2:2]1.[CH2:14]([C@@H:21]1[CH2:25][O:24][C:23](=[O:26])[NH:22]1)[C:15]1[CH:20]=[CH:19][CH:18]=[CH:17][CH:16]=1.C(N(CC)CC)C.C(Cl)(=O)C(C)(C)C.